From a dataset of NCI-60 drug combinations with 297,098 pairs across 59 cell lines. Regression. Given two drug SMILES strings and cell line genomic features, predict the synergy score measuring deviation from expected non-interaction effect. (1) Drug 1: CC1=C(C=C(C=C1)NC2=NC=CC(=N2)N(C)C3=CC4=NN(C(=C4C=C3)C)C)S(=O)(=O)N.Cl. Drug 2: CC1=C(N=C(N=C1N)C(CC(=O)N)NCC(C(=O)N)N)C(=O)NC(C(C2=CN=CN2)OC3C(C(C(C(O3)CO)O)O)OC4C(C(C(C(O4)CO)O)OC(=O)N)O)C(=O)NC(C)C(C(C)C(=O)NC(C(C)O)C(=O)NCCC5=NC(=CS5)C6=NC(=CS6)C(=O)NCCC[S+](C)C)O. Cell line: HOP-62. Synergy scores: CSS=6.76, Synergy_ZIP=-15.5, Synergy_Bliss=-27.4, Synergy_Loewe=-40.5, Synergy_HSA=-26.0. (2) Drug 1: CCCS(=O)(=O)NC1=C(C(=C(C=C1)F)C(=O)C2=CNC3=C2C=C(C=N3)C4=CC=C(C=C4)Cl)F. Drug 2: CN(CCCl)CCCl.Cl. Cell line: HCT116. Synergy scores: CSS=21.3, Synergy_ZIP=-5.88, Synergy_Bliss=1.40, Synergy_Loewe=-10.4, Synergy_HSA=-1.38. (3) Drug 1: CN(C)C1=NC(=NC(=N1)N(C)C)N(C)C. Drug 2: C1=NC(=NC(=O)N1C2C(C(C(O2)CO)O)O)N. Cell line: IGROV1. Synergy scores: CSS=4.37, Synergy_ZIP=-0.253, Synergy_Bliss=2.05, Synergy_Loewe=-0.267, Synergy_HSA=1.58. (4) Drug 1: C1=C(C(=O)NC(=O)N1)N(CCCl)CCCl. Drug 2: COC1=C2C(=CC3=C1OC=C3)C=CC(=O)O2. Cell line: HS 578T. Synergy scores: CSS=13.0, Synergy_ZIP=-2.75, Synergy_Bliss=1.47, Synergy_Loewe=-3.60, Synergy_HSA=0.317. (5) Drug 1: C1=C(C(=O)NC(=O)N1)F. Drug 2: CS(=O)(=O)OCCCCOS(=O)(=O)C. Cell line: TK-10. Synergy scores: CSS=22.8, Synergy_ZIP=3.25, Synergy_Bliss=2.13, Synergy_Loewe=-5.13, Synergy_HSA=1.95. (6) Drug 1: CC1=C2C(C(=O)C3(C(CC4C(C3C(C(C2(C)C)(CC1OC(=O)C(C(C5=CC=CC=C5)NC(=O)OC(C)(C)C)O)O)OC(=O)C6=CC=CC=C6)(CO4)OC(=O)C)O)C)O. Drug 2: CS(=O)(=O)CCNCC1=CC=C(O1)C2=CC3=C(C=C2)N=CN=C3NC4=CC(=C(C=C4)OCC5=CC(=CC=C5)F)Cl. Cell line: SK-MEL-5. Synergy scores: CSS=19.9, Synergy_ZIP=1.61, Synergy_Bliss=-1.33, Synergy_Loewe=-6.48, Synergy_HSA=-0.538. (7) Drug 1: CN1C(=O)N2C=NC(=C2N=N1)C(=O)N. Drug 2: CCC1(CC2CC(C3=C(CCN(C2)C1)C4=CC=CC=C4N3)(C5=C(C=C6C(=C5)C78CCN9C7C(C=CC9)(C(C(C8N6C)(C(=O)OC)O)OC(=O)C)CC)OC)C(=O)OC)O.OS(=O)(=O)O. Cell line: RPMI-8226. Synergy scores: CSS=9.01, Synergy_ZIP=9.34, Synergy_Bliss=5.90, Synergy_Loewe=-1.51, Synergy_HSA=0.933.